This data is from Reaction yield outcomes from USPTO patents with 853,638 reactions. The task is: Predict the reaction yield, written as a fraction of the theoretical maximum amount of product (1.0 means a 100% yield; for example, 0.34 means a 34% yield). (1) The reactants are N([O-])=O.[Na+].[Cl:5][C:6]1[C:11]([Cl:12])=[CH:10][CH:9]=[CH:8][C:7]=1[CH2:13][N:14]1[C:18]2[CH:19]=[C:20]([N:24]3[CH2:29][CH2:28][O:27][CH2:26][CH2:25]3)[CH:21]=[C:22](N)[C:17]=2[N:16]=[C:15]1[CH3:30].[Na+].[Br-:32].C([O-])([O-])=O.[Na+].[Na+]. The catalyst is O.Br. The product is [Br:32][C:22]1[C:17]2[N:16]=[C:15]([CH3:30])[N:14]([CH2:13][C:7]3[CH:8]=[CH:9][CH:10]=[C:11]([Cl:12])[C:6]=3[Cl:5])[C:18]=2[CH:19]=[C:20]([N:24]2[CH2:29][CH2:28][O:27][CH2:26][CH2:25]2)[CH:21]=1. The yield is 0.440. (2) The reactants are [Cl:1][C:2]1[N:7]=[C:6]([NH2:8])[C:5]([CH3:9])=[CH:4][N:3]=1.Br[C:11]1[CH:16]=[CH:15][C:14]([Cl:17])=[C:13]([CH3:18])[CH:12]=1.CC1(C)C2C(=C(P(C3C=CC=CC=3)C3C=CC=CC=3)C=CC=2)OC2C(P(C3C=CC=CC=3)C3C=CC=CC=3)=CC=CC1=2.C(=O)([O-])[O-].[Cs+].[Cs+]. The catalyst is O1CCOCC1.C1C=CC(/C=C/C(/C=C/C2C=CC=CC=2)=O)=CC=1.C1C=CC(/C=C/C(/C=C/C2C=CC=CC=2)=O)=CC=1.C1C=CC(/C=C/C(/C=C/C2C=CC=CC=2)=O)=CC=1.[Pd].[Pd]. The product is [Cl:17][C:14]1[CH:15]=[CH:16][C:11]([NH:8][C:6]2[C:5]([CH3:9])=[CH:4][N:3]=[C:2]([Cl:1])[N:7]=2)=[CH:12][C:13]=1[CH3:18]. The yield is 0.380.